From a dataset of Catalyst prediction with 721,799 reactions and 888 catalyst types from USPTO. Predict which catalyst facilitates the given reaction. Reactant: C([O:4][CH2:5][CH2:6][N:7]1[C:19]2[C:18]3[CH:17]=[CH:16][CH:15]=[CH:14][C:13]=3[N:12]=[C:11]([Cl:20])[C:10]=2[N:9]=[C:8]1[CH3:21])(=O)C.C(=O)([O-])[O-].[K+].[K+]. Product: [Cl:20][C:11]1[C:10]2[N:9]=[C:8]([CH3:21])[N:7]([CH2:6][CH2:5][OH:4])[C:19]=2[C:18]2[CH:17]=[CH:16][CH:15]=[CH:14][C:13]=2[N:12]=1. The catalyst class is: 5.